Task: Predict the product of the given reaction.. Dataset: Forward reaction prediction with 1.9M reactions from USPTO patents (1976-2016) (1) Given the reactants [C:1]([OH:6])(=[O:5])[C:2]([OH:4])=[O:3].[CH:7]([O:10][CH2:11][C:12]1[CH:29]=[CH:28][C:15]([CH2:16][C:17]2[CH:22]=[CH:21][C:20]([C:23]3[NH:24][CH2:25][CH2:26][N:27]=3)=[CH:19][CH:18]=2)=[CH:14][CH:13]=1)([CH3:9])[CH3:8], predict the reaction product. The product is: [C:1]([OH:6])(=[O:5])[C:2]([OH:4])=[O:3].[CH:7]([O:10][CH2:11][C:12]1[CH:29]=[CH:28][C:15]([CH2:16][C:17]2[CH:22]=[CH:21][C:20]([C:23]3[NH:27][CH2:26][CH2:25][N:24]=3)=[CH:19][CH:18]=2)=[CH:14][CH:13]=1)([CH3:9])[CH3:8]. (2) Given the reactants [CH3:1][O:2][C:3]1[CH:4]=[C:5]2[C:10](=[CH:11][CH:12]=1)[N:9]=[C:8]([NH:13][CH3:14])[C:7]([CH:15]=[O:16])=[CH:6]2, predict the reaction product. The product is: [CH3:1][O:2][C:3]1[CH:4]=[C:5]2[C:10](=[CH:11][CH:12]=1)[N:9]=[C:8]([NH:13][CH3:14])[C:7]([CH2:15][OH:16])=[CH:6]2. (3) Given the reactants [Cl:1][C:2]1[CH:7]=[C:6]([C:8]([F:11])([F:10])[F:9])[CH:5]=[C:4]([Cl:12])[C:3]=1[CH2:13]O.P(Br)(Br)[Br:16].C(=O)(O)[O-].[Na+], predict the reaction product. The product is: [Br:16][CH2:13][C:3]1[C:2]([Cl:1])=[CH:7][C:6]([C:8]([F:11])([F:10])[F:9])=[CH:5][C:4]=1[Cl:12]. (4) The product is: [NH2:14][C:9]1[CH:10]=[C:11]2[C:6](=[CH:7][CH:8]=1)[C:5](=[O:17])[N:4]([CH2:3][CH2:2][OH:1])[C:12]2=[O:13]. Given the reactants [OH:1][CH2:2][CH2:3][N:4]1[C:12](=[O:13])[C:11]2[C:6](=[CH:7][CH:8]=[C:9]([N+:14]([O-])=O)[CH:10]=2)[C:5]1=[O:17], predict the reaction product.